From a dataset of Reaction yield outcomes from USPTO patents with 853,638 reactions. Predict the reaction yield, written as a fraction of the theoretical maximum amount of product (1.0 means a 100% yield; for example, 0.34 means a 34% yield). (1) The reactants are [Cl-].[C:2]1([CH3:12])[CH:7]=[CH:6][C:5]([S:8]([O-:11])(=[O:10])=[O:9])=[CH:4][CH:3]=1.[C:13]1([CH3:19])[CH:18]=[CH:17]C=[CH:15][CH:14]=1.C(C1C[O:24][CH:23]1CO)C.[OH-].[Na+]. The catalyst is [Br-].C[N+](C)(C)C.O. The product is [O:24]1[CH2:17][CH:18]([CH:13]([CH2:14][CH3:15])[CH2:19][O:10][S:8]([C:5]2[CH:4]=[CH:3][C:2]([CH3:12])=[CH:7][CH:6]=2)(=[O:11])=[O:9])[CH2:23]1. The yield is 0.900. (2) The reactants are [NH2:1][C:2]1[CH:7]=[CH:6][N:5]([CH2:8][CH2:9][CH2:10][CH2:11][C:12]2[N:17]=[N:16][C:15]([NH:18][C:19](=[O:32])[CH2:20][C:21]3[CH:26]=[CH:25][CH:24]=[C:23]([O:27][C:28]([F:31])([F:30])[F:29])[CH:22]=3)=[CH:14][CH:13]=2)[C:4](=[O:33])[N:3]=1.N1C=CC=CC=1.[C:40](Cl)(=[O:49])[O:41][CH2:42][C:43]1[CH:48]=[CH:47][CH:46]=[CH:45][CH:44]=1. The catalyst is CN(C=O)C. The product is [CH2:42]([O:41][C:40](=[O:49])[NH:1][C:2]1[CH:7]=[CH:6][N:5]([CH2:8][CH2:9][CH2:10][CH2:11][C:12]2[N:17]=[N:16][C:15]([NH:18][C:19](=[O:32])[CH2:20][C:21]3[CH:26]=[CH:25][CH:24]=[C:23]([O:27][C:28]([F:29])([F:30])[F:31])[CH:22]=3)=[CH:14][CH:13]=2)[C:4](=[O:33])[N:3]=1)[C:43]1[CH:48]=[CH:47][CH:46]=[CH:45][CH:44]=1. The yield is 0.390. (3) The reactants are [CH3:1][O:2][C:3](=[O:22])[CH:4]([C:11]1[CH:16]=[CH:15][C:14](F)=[C:13]([C:18]([F:21])([F:20])[F:19])[CH:12]=1)[CH2:5][CH:6]1[CH2:10][CH2:9][CH2:8][CH2:7]1.[CH3:23][S-:24].[Na+].Cl. The catalyst is CN(C)C=O. The product is [CH3:1][O:2][C:3](=[O:22])[CH:4]([C:11]1[CH:16]=[CH:15][C:14]([S:24][CH3:23])=[C:13]([C:18]([F:21])([F:20])[F:19])[CH:12]=1)[CH2:5][CH:6]1[CH2:10][CH2:9][CH2:8][CH2:7]1. The yield is 0.355. (4) The reactants are CO[C:3](=[O:21])[C:4]([OH:20])=[CH:5][C:6](=[O:19])[N:7]([CH2:10][C:11]1[CH:16]=[CH:15][C:14]([Cl:17])=[C:13]([Cl:18])[CH:12]=1)[O:8][CH3:9].C=O.CN.ClC1C=C(C=CC=1Cl)[CH2:30][N:31](C)[C:32](C1CN(C)C(=O)C=1O)=O. No catalyst specified. The product is [Cl:18][C:13]1[CH:12]=[C:11]([CH:16]=[CH:15][C:14]=1[Cl:17])[CH2:10][N:7]([O:8][CH3:9])[C:6]([C:5]1[CH2:30][N:31]([CH3:32])[C:3](=[O:21])[C:4]=1[OH:20])=[O:19]. The yield is 0.490. (5) The reactants are Br[C:2]1[CH:3]=[C:4]([C:8]2([C:19]3[CH:24]=[CH:23][N:22]=[C:21]([O:25][CH3:26])[CH:20]=3)[C:16]3[C:11](=[C:12]([F:17])[CH:13]=[CH:14][CH:15]=3)[C:10]([NH2:18])=[N:9]2)[CH:5]=[CH:6][CH:7]=1.[CH3:27][O:28][C:29]1[CH:34]=[CH:33][N:32]=[C:31]([Sn](CCCC)(CCCC)CCCC)[CH:30]=1. No catalyst specified. The product is [F:17][C:12]1[CH:13]=[CH:14][CH:15]=[C:16]2[C:11]=1[C:10]([NH2:18])=[N:9][C:8]2([C:4]1[CH:5]=[CH:6][CH:7]=[C:2]([C:31]2[CH:30]=[C:29]([O:28][CH3:27])[CH:34]=[CH:33][N:32]=2)[CH:3]=1)[C:19]1[CH:24]=[CH:23][N:22]=[C:21]([O:25][CH3:26])[CH:20]=1. The yield is 0.130. (6) The reactants are [CH2:1]([O:8][CH2:9][P:10](=[O:13])([OH:12])[OH:11])[C:2]1[CH:7]=[CH:6][CH:5]=[CH:4][CH:3]=1.S(Cl)(Cl)=O.N1C=NN=N1.[C:23]1(O)[CH:28]=[CH:27][CH:26]=[CH:25][CH:24]=1.C(N(CC)CC)C.[C:37]([O:42][CH2:43][CH3:44])(=[O:41])[CH:38]([CH3:40])O. The catalyst is CC#N.C1(C)C=CC=CC=1. The product is [CH2:43]([O:42][C:37](=[O:41])[CH:38]([O:13][P:10]([CH2:9][O:8][CH2:1][C:2]1[CH:3]=[CH:4][CH:5]=[CH:6][CH:7]=1)([O:12][C:23]1[CH:28]=[CH:27][CH:26]=[CH:25][CH:24]=1)=[O:11])[CH3:40])[CH3:44]. The yield is 0.180.